This data is from Peptide-MHC class II binding affinity with 134,281 pairs from IEDB. The task is: Regression. Given a peptide amino acid sequence and an MHC pseudo amino acid sequence, predict their binding affinity value. This is MHC class II binding data. (1) The peptide sequence is AGLTHMMIWHSNLND. The MHC is DRB1_0901 with pseudo-sequence DRB1_0901. The binding affinity (normalized) is 0.209. (2) The peptide sequence is SKAALTSKLDAAYKL. The MHC is HLA-DPA10201-DPB11401 with pseudo-sequence HLA-DPA10201-DPB11401. The binding affinity (normalized) is 0.277. (3) The MHC is HLA-DPA10201-DPB10501 with pseudo-sequence HLA-DPA10201-DPB10501. The binding affinity (normalized) is 0.441. The peptide sequence is GKIDFLNNYALFLSP.